Dataset: NCI-60 drug combinations with 297,098 pairs across 59 cell lines. Task: Regression. Given two drug SMILES strings and cell line genomic features, predict the synergy score measuring deviation from expected non-interaction effect. (1) Drug 1: CS(=O)(=O)C1=CC(=C(C=C1)C(=O)NC2=CC(=C(C=C2)Cl)C3=CC=CC=N3)Cl. Drug 2: CN(C(=O)NC(C=O)C(C(C(CO)O)O)O)N=O. Cell line: CCRF-CEM. Synergy scores: CSS=2.29, Synergy_ZIP=-2.15, Synergy_Bliss=-8.00, Synergy_Loewe=-12.5, Synergy_HSA=-9.55. (2) Drug 1: C1CC(=O)NC(=O)C1N2C(=O)C3=CC=CC=C3C2=O. Drug 2: CN(C(=O)NC(C=O)C(C(C(CO)O)O)O)N=O. Cell line: HS 578T. Synergy scores: CSS=-13.9, Synergy_ZIP=-8.06, Synergy_Bliss=-24.2, Synergy_Loewe=-38.1, Synergy_HSA=-38.1. (3) Drug 1: C1=CC(=CC=C1C#N)C(C2=CC=C(C=C2)C#N)N3C=NC=N3. Drug 2: CN(CCCl)CCCl.Cl. Cell line: CAKI-1. Synergy scores: CSS=17.4, Synergy_ZIP=-5.05, Synergy_Bliss=4.20, Synergy_Loewe=-0.0527, Synergy_HSA=0.971. (4) Drug 1: CCC1(CC2CC(C3=C(CCN(C2)C1)C4=CC=CC=C4N3)(C5=C(C=C6C(=C5)C78CCN9C7C(C=CC9)(C(C(C8N6C=O)(C(=O)OC)O)OC(=O)C)CC)OC)C(=O)OC)O.OS(=O)(=O)O. Drug 2: CN(CCCl)CCCl.Cl. Cell line: 786-0. Synergy scores: CSS=15.3, Synergy_ZIP=2.73, Synergy_Bliss=3.70, Synergy_Loewe=3.27, Synergy_HSA=3.57. (5) Drug 1: CC(CN1CC(=O)NC(=O)C1)N2CC(=O)NC(=O)C2. Drug 2: CN(C)C1=NC(=NC(=N1)N(C)C)N(C)C. Cell line: HCT-15. Synergy scores: CSS=37.5, Synergy_ZIP=3.45, Synergy_Bliss=3.07, Synergy_Loewe=-11.3, Synergy_HSA=0.895. (6) Drug 1: C(=O)(N)NO. Drug 2: CNC(=O)C1=NC=CC(=C1)OC2=CC=C(C=C2)NC(=O)NC3=CC(=C(C=C3)Cl)C(F)(F)F. Cell line: UACC-257. Synergy scores: CSS=-2.25, Synergy_ZIP=-0.463, Synergy_Bliss=-3.33, Synergy_Loewe=-2.65, Synergy_HSA=-3.84.